Dataset: Reaction yield outcomes from USPTO patents with 853,638 reactions. Task: Predict the reaction yield, written as a fraction of the theoretical maximum amount of product (1.0 means a 100% yield; for example, 0.34 means a 34% yield). (1) The reactants are [CH3:1][O:2][C:3](=[O:13])[C:4]1[CH:9]=[C:8]([O:10][CH3:11])[CH:7]=[CH:6][C:5]=1Br.[CH2:14]([Sn](CCCC)(CCCC)CCCC)[CH:15]=[CH2:16]. The catalyst is C1C=CC=CC=1.C1C=CC([P]([Pd]([P](C2C=CC=CC=2)(C2C=CC=CC=2)C2C=CC=CC=2)([P](C2C=CC=CC=2)(C2C=CC=CC=2)C2C=CC=CC=2)[P](C2C=CC=CC=2)(C2C=CC=CC=2)C2C=CC=CC=2)(C2C=CC=CC=2)C2C=CC=CC=2)=CC=1. The product is [CH3:1][O:2][C:3](=[O:13])[C:4]1[CH:9]=[C:8]([O:10][CH3:11])[CH:7]=[CH:6][C:5]=1[CH2:16][CH:15]=[CH2:14]. The yield is 0.730. (2) The reactants are [Cl:1][C:2]1[CH:18]=[CH:17][C:5]2[CH2:6][CH2:7][N:8]([C:11](=[O:16])[C:12]([F:15])([F:14])[F:13])[CH2:9][CH2:10][C:4]=2[C:3]=1[NH:19][CH2:20][C:21]([CH3:25])([CH3:24])[CH2:22]O.N(C(OCC)=O)=NC(OCC)=O.C1(P(C2C=CC=CC=2)C2C=CC=CC=2)C=CC=CC=1. The catalyst is C(Cl)Cl. The product is [Cl:1][C:2]1[CH:18]=[CH:17][C:5]2[CH2:6][CH2:7][N:8]([C:11](=[O:16])[C:12]([F:15])([F:14])[F:13])[CH2:9][CH2:10][C:4]=2[C:3]=1[N:19]1[CH2:22][C:21]([CH3:25])([CH3:24])[CH2:20]1. The yield is 0.740. (3) The reactants are [Br:1][C:2]1[CH:3]=[C:4]([NH2:8])[CH:5]=[CH:6][CH:7]=1.[CH:9]12[CH2:14][CH:13]1[C:12](=[O:15])[O:11][C:10]2=O.C(N1C=CN=C1)(N1C=CN=C1)=O. The catalyst is ClCCl. The product is [Br:1][C:2]1[CH:3]=[C:4]([N:8]2[C:10](=[O:11])[CH:9]3[CH:13]([CH2:14]3)[C:12]2=[O:15])[CH:5]=[CH:6][CH:7]=1. The yield is 0.990. (4) The reactants are FC(F)(F)C(O)=O.C(OC([N:15]1[C:20]2[CH:21]=[C:22]([Cl:25])[CH:23]=[CH:24][C:19]=2[O:18][CH:17]([C:26]([N:28]2[CH2:33][CH2:32][C:31]([CH2:35][C:36]3[CH:41]=[CH:40][C:39]([Cl:42])=[CH:38][CH:37]=3)([OH:34])[C:30]([CH3:44])([CH3:43])[CH2:29]2)=[O:27])[CH2:16]1)=O)(C)(C)C. The catalyst is C(Cl)Cl. The product is [Cl:42][C:39]1[CH:40]=[CH:41][C:36]([CH2:35][C:31]2([OH:34])[CH2:32][CH2:33][N:28]([C:26]([CH:17]3[CH2:16][NH:15][C:20]4[CH:21]=[C:22]([Cl:25])[CH:23]=[CH:24][C:19]=4[O:18]3)=[O:27])[CH2:29][C:30]2([CH3:44])[CH3:43])=[CH:37][CH:38]=1. The yield is 0.725. (5) The reactants are Br[CH2:2][C:3]1[N:8]([CH2:9][CH2:10][CH3:11])[C:7](=[O:12])[NH:6][C:5](=[O:13])[C:4]=1[N+:14]([O-:16])=O.[NH2:17][C:18]1[CH:23]=[CH:22][CH:21]=[CH:20][CH:19]=1. The catalyst is C(OCC)(=O)C. The product is [C:18]1([N:17]2[CH:2]=[C:3]3[N:8]([CH2:9][CH2:10][CH3:11])[C:7](=[O:12])[NH:6][C:5](=[O:13])[C:4]3=[N+:14]2[O-:16])[CH:23]=[CH:22][CH:21]=[CH:20][CH:19]=1. The yield is 0.320.